From a dataset of Reaction yield outcomes from USPTO patents with 853,638 reactions. Predict the reaction yield, written as a fraction of the theoretical maximum amount of product (1.0 means a 100% yield; for example, 0.34 means a 34% yield). (1) The reactants are CC1N=CN(C2C=CC(N)=CC=2)C=1.[CH3:14][C:15]1[N:19]([C:20]2[CH:26]=[CH:25][C:23]([NH2:24])=[CH:22][CH:21]=2)[CH:18]=[N:17][CH:16]=1.Cl[C:28]1[CH:29]=[CH:30][C:31]2[CH2:32][N:33]([CH2:45][CH2:46][OH:47])[CH2:34][C@@H:35]([C:39]3[CH:44]=[CH:43][CH:42]=[CH:41][CH:40]=3)[O:36][C:37]=2[N:38]=1. No catalyst specified. The product is [CH3:14][C:15]1[N:19]([C:20]2[CH:26]=[CH:25][C:23]([NH:24][C:28]3[CH:29]=[CH:30][C:31]4[CH2:32][N:33]([CH2:45][CH2:46][OH:47])[CH2:34][C@@H:35]([C:39]5[CH:44]=[CH:43][CH:42]=[CH:41][CH:40]=5)[O:36][C:37]=4[N:38]=3)=[CH:22][CH:21]=2)[CH:18]=[N:17][CH:16]=1. The yield is 0.0600. (2) The reactants are [C:1]([O:5][C:6](=[O:22])[C:7]1[CH:12]=[CH:11][C:10]([C:13]#[C:14][C:15]2[CH:20]=[CH:19][CH:18]=[CH:17][CH:16]=2)=[C:9](Cl)[CH:8]=1)([CH3:4])([CH3:3])[CH3:2].Cl.[S:24]1[CH:28]=[CH:27][CH:26]=[C:25]1[CH2:29][NH:30][NH2:31].C([O-])([O-])=O.[Cs+].[Cs+]. No catalyst specified. The product is [C:1]([O:5][C:6]([C:7]1[CH:12]=[CH:11][C:10]2[C:9]([CH:8]=1)=[N:31][N:30]([CH2:29][C:25]1[S:24][CH:28]=[CH:27][CH:26]=1)[C:13]=2[CH2:14][C:15]1[CH:20]=[CH:19][CH:18]=[CH:17][CH:16]=1)=[O:22])([CH3:4])([CH3:3])[CH3:2]. The yield is 0.360. (3) The reactants are [CH3:1][C:2]1[CH:6]=[C:5]([NH2:7])[NH:4][N:3]=1.C([O-])([O-])=O.[Cs+].[Cs+].C([O:16]/[CH:17]=[CH:18]/[C:19](OCC)=O)C.C(O)(=O)C. The catalyst is CN(C=O)C. The product is [CH3:1][C:2]1[CH:6]=[C:5]2[N:7]=[C:17]([OH:16])[CH:18]=[CH:19][N:4]2[N:3]=1. The yield is 0.300. (4) The reactants are [Br:1][C:2]1[C:3](=[O:28])[N:4]([CH2:19][C:20]2[CH:25]=[CH:24][N:23]=[C:22]([S:26][CH3:27])[N:21]=2)[C:5]([CH3:18])=[CH:6][C:7]=1[O:8][CH2:9][C:10]1[CH:15]=[CH:14][C:13]([F:16])=[CH:12][C:11]=1[F:17].[OH2:29].[OH2:30].O.O.O.O.C(O[O-])(=O)C1C(=CC=CC=1)C([O-])=O.[Mg+2].O. The catalyst is C(#N)C. The product is [Br:1][C:2]1[C:3](=[O:28])[N:4]([CH2:19][C:20]2[CH:25]=[CH:24][N:23]=[C:22]([S:26]([CH3:27])(=[O:30])=[O:29])[N:21]=2)[C:5]([CH3:18])=[CH:6][C:7]=1[O:8][CH2:9][C:10]1[CH:15]=[CH:14][C:13]([F:16])=[CH:12][C:11]=1[F:17]. The yield is 0.900. (5) The reactants are [CH3:1][C:2]1([CH3:14])[CH2:6][C:5]2[CH:7]=[CH:8][CH:9]=[C:10]([CH2:11][NH:12][CH3:13])[C:4]=2[O:3]1.Cl.[O:16]=[C:17]1[NH:26][C:25]2[N:24]=[CH:23][C:22](/[CH:27]=[CH:28]/[C:29]([OH:31])=O)=[CH:21][C:20]=2[CH2:19][CH2:18]1. No catalyst specified. The product is [CH3:1][C:2]1([CH3:14])[CH2:6][C:5]2[CH:7]=[CH:8][CH:9]=[C:10]([CH2:11][N:12]([CH3:13])[C:29](=[O:31])[CH:28]=[CH:27][C:22]3[CH:23]=[N:24][C:25]4[NH:26][C:17](=[O:16])[CH2:18][CH2:19][C:20]=4[CH:21]=3)[C:4]=2[O:3]1. The yield is 0.730. (6) The reactants are [CH2:1]([CH:4]([C:10]([O:12][CH2:13][CH3:14])=[O:11])[C:5]([O:7][CH2:8][CH3:9])=[O:6])[C:2]#[CH:3].Br[CH2:16]/[CH:17]=[CH:18]/[C:19]1[CH:24]=[CH:23][CH:22]=[CH:21][C:20]=1[Cl:25].[H-].[Na+]. The catalyst is C1COCC1. The product is [Cl:25][C:20]1[CH:21]=[CH:22][CH:23]=[CH:24][C:19]=1[CH:18]=[CH:17][CH2:16][C:4]([CH2:1][C:2]#[CH:3])([C:5]([O:7][CH2:8][CH3:9])=[O:6])[C:10]([O:12][CH2:13][CH3:14])=[O:11]. The yield is 0.810. (7) The reactants are [Cl:1][C:2]1[CH:3]=[C:4]2[C:9](=[CH:10][C:11]=1[O:12][C:13]1[CH:18]=[CH:17][C:16]([C:19](=[O:31])[NH:20][CH2:21][CH2:22][C:23]3[CH:28]=[C:27]([Cl:29])[CH:26]=[C:25]([Cl:30])[CH:24]=3)=[CH:15][CH:14]=1)[O:8][CH2:7][CH2:6][CH:5]2[C:32]([O:34]CC)=[O:33].[OH-].[Na+].C1COCC1.Cl. The catalyst is C(OCC)(=O)C.C(O)C. The product is [Cl:1][C:2]1[CH:3]=[C:4]2[C:9](=[CH:10][C:11]=1[O:12][C:13]1[CH:18]=[CH:17][C:16]([C:19](=[O:31])[NH:20][CH2:21][CH2:22][C:23]3[CH:24]=[C:25]([Cl:30])[CH:26]=[C:27]([Cl:29])[CH:28]=3)=[CH:15][CH:14]=1)[O:8][CH2:7][CH2:6][CH:5]2[C:32]([OH:34])=[O:33]. The yield is 0.828. (8) The reactants are Cl[CH2:2][CH2:3][CH2:4][CH2:5][O:6][C:7]1[CH:12]=[CH:11][CH:10]=[CH:9][C:8]=1/[CH:13]=[CH:14]/[C:15]1[O:16][C:17]2[CH:23]=[CH:22][CH:21]=[CH:20][C:18]=2[N:19]=1.[CH2:24]([NH:26][CH2:27][CH3:28])[CH3:25].Cl. No catalyst specified. The product is [CH2:24]([N:26]([CH2:27][CH3:28])[CH2:2][CH2:3][CH2:4][CH2:5][O:6][C:7]1[CH:12]=[CH:11][CH:10]=[CH:9][C:8]=1/[CH:13]=[CH:14]/[C:15]1[O:16][C:17]2[CH:23]=[CH:22][CH:21]=[CH:20][C:18]=2[N:19]=1)[CH3:25]. The yield is 0.120. (9) The reactants are [N+](C1C=CC(O[C:11](=[O:38])[O:12][CH2:13][C:14]2[N:15](CC3C=CN=CC=3)[C:16]([S:22][C:23]3[CH:28]=[C:27]([Cl:29])[CH:26]=[C:25]([Cl:30])[CH:24]=3)=[C:17]([CH:19]([CH3:21])[CH3:20])[N:18]=2)=CC=1)([O-])=O.[CH2:39]([O:41][P:42]([CH2:47][CH2:48][NH2:49])(=[O:46])[O:43][CH2:44][CH3:45])[CH3:40].C([N:53]([CH:56]([CH3:58])C)[CH2:54][CH3:55])(C)C.[CH3:59][C:60]#N. No catalyst specified. The product is [CH2:44]([O:43][P:42]([CH2:47][CH2:48][NH:49][C:11]([O:12][CH:13]([C:14]1[NH:15][C:16]([S:22][C:23]2[CH:24]=[C:25]([Cl:30])[CH:26]=[C:27]([Cl:29])[CH:28]=2)=[C:17]([CH:19]([CH3:20])[CH3:21])[N:18]=1)[CH2:59][C:60]1[CH:55]=[CH:54][N:53]=[CH:56][CH:58]=1)=[O:38])(=[O:46])[O:41][CH2:39][CH3:40])[CH3:45]. The yield is 0.900.